Dataset: Reaction yield outcomes from USPTO patents with 853,638 reactions. Task: Predict the reaction yield, written as a fraction of the theoretical maximum amount of product (1.0 means a 100% yield; for example, 0.34 means a 34% yield). (1) The reactants are Cl.[Cl:2][C:3]1[CH:8]=[CH:7][C:6]([C:9]2[CH2:10][CH2:11][NH:12][CH2:13][CH:14]=2)=[CH:5][CH:4]=1.C(N(CC)CC)C.[C:22]([O:26][C:27](O[C:27]([O:26][C:22]([CH3:25])([CH3:24])[CH3:23])=[O:28])=[O:28])([CH3:25])([CH3:24])[CH3:23].Cl. The catalyst is C(Cl)Cl.[Cl-].[Na+].O. The product is [C:22]([O:26][C:27]([N:12]1[CH2:11][CH:10]=[C:9]([C:6]2[CH:7]=[CH:8][C:3]([Cl:2])=[CH:4][CH:5]=2)[CH2:14][CH2:13]1)=[O:28])([CH3:25])([CH3:24])[CH3:23]. The yield is 0.930. (2) The reactants are O=P(Cl)(Cl)Cl.[CH2:6]([N:13](/[CH:17]=[CH:18]/[CH2:19][CH3:20])C(=O)C)[C:7]1[CH:12]=CC=CC=1.[ClH:21]. The catalyst is CN(C=O)C. The product is [Cl:21][C:6]1[CH:7]=[CH:12][C:18]([CH2:19][CH3:20])=[CH:17][N:13]=1. The yield is 0.190. (3) The reactants are [CH3:1][O:2][C:3]1[CH:4]=[C:5]([C:9]2[C:10]([N:27]3[CH2:32][CH2:31][N:30]([C:33]([O:35][C:36]([CH3:39])([CH3:38])[CH3:37])=[O:34])[CH2:29][CH2:28]3)=[C:11]3[CH:17]=[CH:16][N:15](S(C4C=CC=CC=4)(=O)=O)[C:12]3=[N:13][CH:14]=2)[CH:6]=[CH:7][CH:8]=1.CO.[Li+].[OH-].O. The catalyst is C1COCC1. The product is [CH3:1][O:2][C:3]1[CH:4]=[C:5]([C:9]2[C:10]([N:27]3[CH2:28][CH2:29][N:30]([C:33]([O:35][C:36]([CH3:39])([CH3:38])[CH3:37])=[O:34])[CH2:31][CH2:32]3)=[C:11]3[CH:17]=[CH:16][NH:15][C:12]3=[N:13][CH:14]=2)[CH:6]=[CH:7][CH:8]=1. The yield is 0.994. (4) The reactants are [Si]([O:8][C@@H:9]1[C@@:26]2([CH3:27])[C:13](=[CH:14][CH:15]=[C:16]3[C@@H:25]2[CH2:24][CH2:23][C@@:21]2([CH3:22])[C@H:17]3[CH2:18][CH:19]=[C:20]2[CH2:28][O:29][CH2:30][CH2:31][CH2:32][C:33]([O:36][Si](CC)(CC)CC)([CH3:35])[CH3:34])[CH2:12][C@@H:11]([O:44][Si](C(C)(C)C)(C)C)[CH2:10]1)(C(C)(C)C)(C)C.O1CCCC1.[F-].C([N+](CCCC)(CCCC)CCCC)CCC. The catalyst is O1CCCC1.C(OCC)(=O)C. The product is [OH:8][C@@H:9]1[C@@:26]2([CH3:27])[C:13](=[CH:14][CH:15]=[C:16]3[C@@H:25]2[CH2:24][CH2:23][C@@:21]2([CH3:22])[C@H:17]3[CH2:18][CH:19]=[C:20]2[CH2:28][O:29][CH2:30][CH2:31][CH2:32][C:33]([OH:36])([CH3:35])[CH3:34])[CH2:12][C@@H:11]([OH:44])[CH2:10]1. The yield is 0.370. (5) The reactants are C(N1[CH:12]=[CH:11]N=C1)(N1C=CN=C1)=O.C([CH:15]([CH2:19][C:20]([OH:22])=O)[C:16]([OH:18])=[O:17])C.[Cl-].[Mg+2].[Cl-].[CH2:26]([O:28][C:29](=[O:34])[CH2:30]C([O-])=O)[CH3:27].[K+]. The catalyst is C1COCC1. The product is [O:22]=[C:20]([CH2:19][CH2:15][C:16]([O:18][CH2:11][CH3:12])=[O:17])[CH2:30][C:29]([O:28][CH2:26][CH3:27])=[O:34]. The yield is 0.820. (6) The reactants are C[O:2][C:3](=[O:34])[CH:4]([C:6]1[CH:11]=[CH:10][C:9]([C:12]#[C:13][C:14]2[CH:15]=[C:16]3[C:21](=[C:22]([CH2:24][N:25]([CH:27]4[CH2:29][CH2:28]4)[CH3:26])[CH:23]=2)[O:20][C:19]([CH3:31])([CH3:30])[CH2:18][C:17]3([CH3:33])[CH3:32])=[CH:8][CH:7]=1)[CH3:5].[OH-].[Na+]. The catalyst is CO.O1CCCC1. The product is [CH:27]1([N:25]([CH2:24][C:22]2[CH:23]=[C:14]([C:13]#[C:12][C:9]3[CH:10]=[CH:11][C:6]([CH:4]([CH3:5])[C:3]([OH:34])=[O:2])=[CH:7][CH:8]=3)[CH:15]=[C:16]3[C:21]=2[O:20][C:19]([CH3:30])([CH3:31])[CH2:18][C:17]3([CH3:33])[CH3:32])[CH3:26])[CH2:29][CH2:28]1. The yield is 0.450. (7) The reactants are [O:1]1[CH2:6][CH2:5][N:4]([C:7]2[N:12]=[C:11]([N:13]3[CH2:18][CH2:17][O:16][CH2:15][CH2:14]3)[N:10]=[C:9]([C:19]3[CH:26]=[CH:25][C:22]([C:23]#[N:24])=[CH:21][CH:20]=3)[N:8]=2)[CH2:3][CH2:2]1.[N-:27]=[N+:28]=[N-:29].[Na+].Cl.C(N(CC)CC)C. The catalyst is CN(C=O)C. The product is [N:4]1([C:7]2[N:12]=[C:11]([N:13]3[CH2:14][CH2:15][O:16][CH2:17][CH2:18]3)[N:10]=[C:9]([C:19]3[CH:20]=[CH:21][C:22]([C:23]4[N:27]=[N:28][NH:29][N:24]=4)=[CH:25][CH:26]=3)[N:8]=2)[CH2:5][CH2:6][O:1][CH2:2][CH2:3]1. The yield is 0.970. (8) The reactants are [CH3:1][S:2](Cl)(=[O:4])=[O:3].[Cl:6][C:7]1[CH:14]=[C:13]([NH:15][C@H:16]2[CH2:20][CH2:19][NH:18][CH2:17]2)[CH:12]=[CH:11][C:8]=1[C:9]#[N:10]. The catalyst is C(Cl)Cl. The product is [Cl:6][C:7]1[CH:14]=[C:13]([NH:15][C@H:16]2[CH2:20][CH2:19][N:18]([S:2]([CH3:1])(=[O:4])=[O:3])[CH2:17]2)[CH:12]=[CH:11][C:8]=1[C:9]#[N:10]. The yield is 0.810. (9) The reactants are [C:1]([NH:4][C:5]1[S:19][C:8]2[CH2:9][N:10]([CH2:13][C:14]([O:16]CC)=O)[CH2:11][CH2:12][C:7]=2[C:6]=1[C:20]1[S:21][C:22]2[CH:28]=[CH:27][CH:26]=[CH:25][C:23]=2[N:24]=1)(=[O:3])[CH3:2].[CH3:29][NH2:30]. The catalyst is CO.O. The product is [C:1]([NH:4][C:5]1[S:19][C:8]2[CH2:9][N:10]([CH2:13][C:14]([NH:30][CH3:29])=[O:16])[CH2:11][CH2:12][C:7]=2[C:6]=1[C:20]1[S:21][C:22]2[CH:28]=[CH:27][CH:26]=[CH:25][C:23]=2[N:24]=1)(=[O:3])[CH3:2]. The yield is 0.730. (10) The reactants are [CH3:1][C:2]1[O:6][N:5]=[C:4]([C:7]2[CH:12]=[CH:11][CH:10]=[CH:9][CH:8]=2)[C:3]=1[CH2:13][O:14][C:15]1[CH:23]=[CH:22][C:18]([C:19]([OH:21])=[O:20])=[CH:17][N:16]=1.[CH3:24][CH:25](O)[CH3:26]. The catalyst is CN(C)C1C=CN=CC=1.ClCCl. The product is [CH:25]([O:20][C:19](=[O:21])[C:18]1[CH:22]=[CH:23][C:15]([O:14][CH2:13][C:3]2[C:4]([C:7]3[CH:8]=[CH:9][CH:10]=[CH:11][CH:12]=3)=[N:5][O:6][C:2]=2[CH3:1])=[N:16][CH:17]=1)([CH3:26])[CH3:24]. The yield is 0.770.